From a dataset of NCI-60 drug combinations with 297,098 pairs across 59 cell lines. Regression. Given two drug SMILES strings and cell line genomic features, predict the synergy score measuring deviation from expected non-interaction effect. Drug 1: CN1C2=C(C=C(C=C2)N(CCCl)CCCl)N=C1CCCC(=O)O.Cl. Drug 2: N.N.Cl[Pt+2]Cl. Cell line: SNB-19. Synergy scores: CSS=35.4, Synergy_ZIP=1.39, Synergy_Bliss=4.45, Synergy_Loewe=-16.0, Synergy_HSA=2.08.